From a dataset of Reaction yield outcomes from USPTO patents with 853,638 reactions. Predict the reaction yield, written as a fraction of the theoretical maximum amount of product (1.0 means a 100% yield; for example, 0.34 means a 34% yield). The reactants are [CH3:1][O:2][C:3]1[CH:4]=[C:5]([C:11]#[C:12][C:13]2[CH:14]=[N:15][C:16]([NH:19][C:20]3[C:25]([N+:26]([O-])=O)=[CH:24][CH:23]=[CH:22][C:21]=3[CH3:29])=[N:17][CH:18]=2)[CH:6]=[C:7]([O:9][CH3:10])[CH:8]=1.[Cl-].[NH4+]. The catalyst is C(O)C.O.[Fe]. The product is [CH3:1][O:2][C:3]1[CH:4]=[C:5]([C:11]#[C:12][C:13]2[CH:14]=[N:15][C:16]([NH:19][C:20]3[C:25]([NH2:26])=[CH:24][CH:23]=[CH:22][C:21]=3[CH3:29])=[N:17][CH:18]=2)[CH:6]=[C:7]([O:9][CH3:10])[CH:8]=1. The yield is 0.440.